Dataset: Peptide-MHC class I binding affinity with 185,985 pairs from IEDB/IMGT. Task: Regression. Given a peptide amino acid sequence and an MHC pseudo amino acid sequence, predict their binding affinity value. This is MHC class I binding data. (1) The peptide sequence is YLRQRQAAL. The MHC is HLA-B46:01 with pseudo-sequence HLA-B46:01. The binding affinity (normalized) is 0.149. (2) The peptide sequence is AITLVVISVI. The MHC is HLA-A68:02 with pseudo-sequence HLA-A68:02. The binding affinity (normalized) is 0.282. (3) The peptide sequence is LLGLWGIAAS. The MHC is HLA-A02:01 with pseudo-sequence HLA-A02:01. The binding affinity (normalized) is 0.277. (4) The peptide sequence is NELGVPFHL. The MHC is HLA-B40:01 with pseudo-sequence HLA-B40:01. The binding affinity (normalized) is 0.898. (5) The peptide sequence is EIKNRDKIV. The MHC is HLA-A31:01 with pseudo-sequence HLA-A31:01. The binding affinity (normalized) is 0. (6) The peptide sequence is VVGKPYKEV. The MHC is HLA-A02:19 with pseudo-sequence HLA-A02:19. The binding affinity (normalized) is 0.265.